This data is from Full USPTO retrosynthesis dataset with 1.9M reactions from patents (1976-2016). The task is: Predict the reactants needed to synthesize the given product. (1) Given the product [CH3:35][O:34][NH:33][C:32]([C:29]1[C:30](=[O:31])[C:24]2[CH:23]=[N:22][C:21]([NH:20][C:17]3[CH:18]=[CH:19][C:14]([CH:11]4[CH2:10][CH2:9][N:8]([CH2:45][CH3:47])[CH2:13][CH2:12]4)=[CH:15][CH:16]=3)=[N:26][C:25]=2[N:27]([C:37]2[CH:38]=[CH:39][C:40]([CH2:43][CH3:44])=[CH:41][CH:42]=2)[CH:28]=1)=[O:36], predict the reactants needed to synthesize it. The reactants are: C(OC([N:8]1[CH2:13][CH2:12][CH:11]([C:14]2[CH:19]=[CH:18][C:17]([NH:20][C:21]3[N:22]=[CH:23][C:24]4[C:30](=[O:31])[C:29]([C:32](=[O:36])[NH:33][O:34][CH3:35])=[CH:28][N:27]([C:37]5[CH:42]=[CH:41][C:40]([CH2:43][CH3:44])=[CH:39][CH:38]=5)[C:25]=4[N:26]=3)=[CH:16][CH:15]=2)[CH2:10][CH2:9]1)=O)(C)(C)C.[C:45](O)([C:47](F)(F)F)=O.C(Cl)Cl.ICC.C(N(CC)CC)C. (2) The reactants are: C(O)(=O)C.[C:5]([O:8][C@H:9](/[CH:11]=[CH:12]\[C:13]([NH:15][C@@H:16]1[CH2:21][C@H:20]([CH3:22])[C@H:19]([CH2:23]/[CH:24]=[C:25](\[CH3:38])/[CH:26]=[CH:27]/[C@H:28]2[O:35][C@H:34]([CH2:36][NH2:37])[CH2:33][C@:30]3([O:32][CH2:31]3)[CH2:29]2)[O:18][C@@H:17]1[CH3:39])=[O:14])[CH3:10])(=[O:7])[CH3:6].C(N(CC)C(C)C)(C)C.[C:49](O)(=[O:53])[CH2:50][CH2:51][CH3:52].C1CCC(N=C=NC2CCCCC2)CC1. Given the product [C:5]([O:8][C@H:9](/[CH:11]=[CH:12]\[C:13]([NH:15][C@@H:16]1[CH2:21][C@H:20]([CH3:22])[C@H:19]([CH2:23]/[CH:24]=[C:25](\[CH3:38])/[CH:26]=[CH:27]/[C@H:28]2[O:35][C@H:34]([CH2:36][NH:37][C:49](=[O:53])[CH2:50][CH2:51][CH3:52])[CH2:33][C@:30]3([O:32][CH2:31]3)[CH2:29]2)[O:18][C@@H:17]1[CH3:39])=[O:14])[CH3:10])(=[O:7])[CH3:6], predict the reactants needed to synthesize it. (3) Given the product [CH2:1]([N:5]([CH2:7][C:8]1[N:13]([CH2:14][CH2:15][C:16]2[CH:17]=[CH:18][C:19]([C:20]([OH:22])=[O:21])=[CH:27][CH:28]=2)[C:12](=[O:29])[C:11]([Cl:30])=[CH:10][C:9]=1[Cl:31])[CH3:6])[CH2:2][CH2:3][CH3:4], predict the reactants needed to synthesize it. The reactants are: [CH2:1]([N:5]([CH2:7][C:8]1[N:13]([CH2:14][CH2:15][C:16]2[CH:28]=[CH:27][C:19]([C:20]([O:22]C(C)(C)C)=[O:21])=[CH:18][CH:17]=2)[C:12](=[O:29])[C:11]([Cl:30])=[CH:10][C:9]=1[Cl:31])[CH3:6])[CH2:2][CH2:3][CH3:4].C(OCC)(=O)C.Cl. (4) Given the product [Cl:17][CH2:13][C:12]1[C:7]([C:6]2[N:2]([CH3:1])[N:3]=[CH:4][CH:5]=2)=[N:8][CH:9]=[CH:10][CH:11]=1, predict the reactants needed to synthesize it. The reactants are: [CH3:1][N:2]1[C:6]([C:7]2[C:12]([CH2:13]O)=[CH:11][CH:10]=[CH:9][N:8]=2)=[CH:5][CH:4]=[N:3]1.O=S(Cl)[Cl:17]. (5) Given the product [C:1]1([CH2:7][CH2:8][C:9]2[CH:14]=[CH:13][C:12]([C@@H:15]3[N:19]([C:20]([O:22][C:23]([CH3:26])([CH3:25])[CH3:24])=[O:21])[C@H:18]([C:27]([O:29][CH3:30])=[O:28])[CH2:17][CH2:16]3)=[CH:11][CH:10]=2)[CH:6]=[CH:5][CH:4]=[CH:3][CH:2]=1, predict the reactants needed to synthesize it. The reactants are: [C:1]1(/[CH:7]=[CH:8]/[C:9]2[CH:14]=[CH:13][C:12]([C@@H:15]3[N:19]([C:20]([O:22][C:23]([CH3:26])([CH3:25])[CH3:24])=[O:21])[C@H:18]([C:27]([O:29][CH3:30])=[O:28])[CH2:17][CH2:16]3)=[CH:11][CH:10]=2)[CH:6]=[CH:5][CH:4]=[CH:3][CH:2]=1. (6) Given the product [Cl:21][C:17]1[CH:16]=[C:15]([C:7]2[C:6]([NH:10][C:11](=[O:22])[CH2:6][CH2:7][C:15]3[CH:20]=[CH:19][CH:18]=[CH:17][CH:16]=3)=[C:11]([CH3:12])[N:10]=[C:9]([S:13][CH3:14])[N:8]=2)[CH:20]=[CH:19][CH:18]=1, predict the reactants needed to synthesize it. The reactants are: C(OC([C:6]1[C:7]([C:15]2[CH:20]=[CH:19][CH:18]=[C:17]([Cl:21])[CH:16]=2)=[N:8][C:9]([S:13][CH3:14])=[N:10][C:11]=1[CH3:12])=O)C.[OH2:22].[OH-].[Li+].